Dataset: Catalyst prediction with 721,799 reactions and 888 catalyst types from USPTO. Task: Predict which catalyst facilitates the given reaction. Reactant: [CH2:1](Br)[CH2:2][C@H:3]([CH2:5][CH2:6][CH:7]=[C:8]([CH3:10])[CH3:9])[CH3:4].[Li+].[Cl-].[CH3:14][Mg]Cl.[Cl-].[NH4+]. Product: [CH3:9][C:8](=[CH:7][CH2:6][CH2:5][C@H:3]([CH3:4])[CH2:2][CH2:1][CH3:14])[CH3:10]. The catalyst class is: 1.